From a dataset of Catalyst prediction with 721,799 reactions and 888 catalyst types from USPTO. Predict which catalyst facilitates the given reaction. (1) Reactant: [CH3:1][C@@H:2]1[CH2:7][CH2:6][C@@H:5]([CH2:8][O:9][C:10]2[CH:15]=[CH:14][C:13]([C:16]([F:19])([F:18])[F:17])=[CH:12][CH:11]=2)[CH2:4][N:3]1C(OC(C)(C)C)=O.Cl.CCOCC. Product: [CH3:1][C@@H:2]1[CH2:7][CH2:6][C@@H:5]([CH2:8][O:9][C:10]2[CH:15]=[CH:14][C:13]([C:16]([F:18])([F:17])[F:19])=[CH:12][CH:11]=2)[CH2:4][NH:3]1. The catalyst class is: 5. (2) Reactant: [O:1]=[C:2]1[CH2:6][CH2:5][C@@H:4]([C:7]2[CH:15]=[CH:14][C:13]([C:16]([O:18][CH3:19])=[O:17])=[C:12]3[C:8]=2[CH:9]=[CH:10][N:11]3[S:20]([C:23]2[CH:29]=[CH:28][C:26]([CH3:27])=[CH:25][CH:24]=2)(=[O:22])=[O:21])[CH2:3]1.CCC(C)[BH-](C(C)CC)C(C)CC.[Li+].[NH4+].[Cl-].CCOC(C)=O. Product: [OH:1][C@H:2]1[CH2:6][CH2:5][C@@H:4]([C:7]2[CH:15]=[CH:14][C:13]([C:16]([O:18][CH3:19])=[O:17])=[C:12]3[C:8]=2[CH:9]=[CH:10][N:11]3[S:20]([C:23]2[CH:24]=[CH:25][C:26]([CH3:27])=[CH:28][CH:29]=2)(=[O:22])=[O:21])[CH2:3]1. The catalyst class is: 20. (3) Reactant: [OH-].[Na+].[F:3][C:4]([F:22])([C:16]1[CH:21]=[CH:20][CH:19]=[CH:18][N:17]=1)[CH2:5][C:6]1[CH:11]=[CH:10][C:9]([C:12]([O:14]C)=[O:13])=[CH:8][CH:7]=1.Cl. Product: [F:22][C:4]([F:3])([C:16]1[CH:21]=[CH:20][CH:19]=[CH:18][N:17]=1)[CH2:5][C:6]1[CH:7]=[CH:8][C:9]([C:12]([OH:14])=[O:13])=[CH:10][CH:11]=1. The catalyst class is: 5. (4) Reactant: C(OC(=O)[NH:7][CH:8]1[CH2:13][CH2:12][CH:11]([NH:14][C:15]2[N:20]=[C:19]3[NH:21][N:22]=[C:23]([C:24]4[CH:29]=[CH:28][N:27]=[C:26]([NH:30][CH:31]([C:41]5[CH:46]=[CH:45][CH:44]=[CH:43][CH:42]=5)[CH2:32][NH:33]C(OC(C)(C)C)=O)[N:25]=4)[C:18]3=[CH:17][N:16]=2)[CH2:10][CH2:9]1)(C)(C)C. Product: [NH2:33][CH2:32][CH:31]([NH:30][C:26]1[N:25]=[C:24]([C:23]2[C:18]3[C:19](=[N:20][C:15]([NH:14][CH:11]4[CH2:12][CH2:13][CH:8]([NH2:7])[CH2:9][CH2:10]4)=[N:16][CH:17]=3)[NH:21][N:22]=2)[CH:29]=[CH:28][N:27]=1)[C:41]1[CH:46]=[CH:45][CH:44]=[CH:43][CH:42]=1. The catalyst class is: 240.